This data is from Full USPTO retrosynthesis dataset with 1.9M reactions from patents (1976-2016). The task is: Predict the reactants needed to synthesize the given product. (1) Given the product [Br:27][C:6]1[S:7][C:8]([C:10]([C:12]2[CH:20]=[C:19]3[C:15]([CH:16]=[C:17]([C:21]4[CH:26]=[CH:25][CH:24]=[CH:23][CH:22]=4)[N:18]3[CH2:30][CH2:31][CH2:32][CH2:33][NH:34][CH:35]3[C:36](=[O:45])[C:37]4[C:42](=[CH:41][CH:40]=[CH:39][CH:38]=4)[C:43]3=[O:44])=[CH:14][CH:13]=2)=[O:11])=[CH:9][C:5]=1[CH2:4][C:3]([O:2][CH3:1])=[O:28], predict the reactants needed to synthesize it. The reactants are: [CH3:1][O:2][C:3](=[O:28])[CH2:4][C:5]1[CH:9]=[C:8]([C:10]([C:12]2[CH:20]=[C:19]3[C:15]([CH:16]=[C:17]([C:21]4[CH:26]=[CH:25][CH:24]=[CH:23][CH:22]=4)[NH:18]3)=[CH:14][CH:13]=2)=[O:11])[S:7][C:6]=1[Br:27].Br[CH2:30][CH2:31][CH2:32][CH2:33][NH:34][CH:35]1[C:43](=[O:44])[C:42]2[C:37](=[CH:38][CH:39]=[CH:40][CH:41]=2)[C:36]1=[O:45]. (2) Given the product [F:7][C:8]([C:18]1[CH:23]=[CH:22][C:21]([C:24]2[CH:32]=[CH:31][C:27]([C:28]([NH:39][CH3:38])=[O:29])=[CH:26][CH:25]=2)=[CH:20][CH:19]=1)([CH3:17])[CH2:9][NH:10][S:11]([CH:14]([CH3:16])[CH3:15])(=[O:13])=[O:12], predict the reactants needed to synthesize it. The reactants are: C(Cl)(=O)C(Cl)=O.[F:7][C:8]([C:18]1[CH:23]=[CH:22][C:21]([C:24]2[CH:32]=[CH:31][C:27]([C:28](O)=[O:29])=[CH:26][CH:25]=2)=[CH:20][CH:19]=1)([CH3:17])[CH2:9][NH:10][S:11]([CH:14]([CH3:16])[CH3:15])(=[O:13])=[O:12].C1COCC1.[CH3:38][NH2:39]. (3) Given the product [I:19][C:17]1[CH:16]=[N:15][N:14]([CH2:13][CH2:12][N:21]([CH3:22])[CH3:20])[CH:18]=1, predict the reactants needed to synthesize it. The reactants are: CC1C=CC(S(O[CH2:12][CH2:13][N:14]2[CH:18]=[C:17]([I:19])[CH:16]=[N:15]2)(=O)=O)=CC=1.[CH3:20][NH:21][CH3:22].C1COCC1.